Dataset: Forward reaction prediction with 1.9M reactions from USPTO patents (1976-2016). Task: Predict the product of the given reaction. (1) Given the reactants Br[C:2]1[CH:3]=[C:4]2[C:8](=[CH:9][CH:10]=1)[CH2:7][CH:6]([NH:11][C:12](=[O:18])[O:13][C:14]([CH3:17])([CH3:16])[CH3:15])[CH2:5]2.[B:19]1([B:19]2[O:23][C:22]([CH3:25])([CH3:24])[C:21]([CH3:27])([CH3:26])[O:20]2)[O:23][C:22]([CH3:25])([CH3:24])[C:21]([CH3:27])([CH3:26])[O:20]1, predict the reaction product. The product is: [CH3:26][C:21]1([CH3:27])[C:22]([CH3:25])([CH3:24])[O:23][B:19]([C:2]2[CH:3]=[C:4]3[C:8](=[CH:9][CH:10]=2)[CH2:7][CH:6]([NH:11][C:12](=[O:18])[O:13][C:14]([CH3:17])([CH3:16])[CH3:15])[CH2:5]3)[O:20]1. (2) Given the reactants [C:1]([O:5][C:6](=[O:22])[NH:7][C:8]1[CH:13]=[C:12]([N:14]2[CH2:19][CH2:18][CH2:17][CH2:16][CH2:15]2)[C:11]([Cl:20])=[CH:10][C:9]=1[NH2:21])([CH3:4])([CH3:3])[CH3:2].C([O:27][C:28](=O)[CH2:29][C:30](=[O:50])[C:31]1[CH:36]=[CH:35][CH:34]=[C:33]([N:37]2[C:41]([CH2:42][O:43][CH:44]3[CH2:49][CH2:48][CH2:47][CH2:46][O:45]3)=[CH:40][N:39]=[N:38]2)[CH:32]=1)(C)(C)C, predict the reaction product. The product is: [C:1]([O:5][C:6](=[O:22])[NH:7][C:8]1[CH:13]=[C:12]([N:14]2[CH2:19][CH2:18][CH2:17][CH2:16][CH2:15]2)[C:11]([Cl:20])=[CH:10][C:9]=1[NH:21][C:28](=[O:27])[CH2:29][C:30](=[O:50])[C:31]1[CH:36]=[CH:35][CH:34]=[C:33]([N:37]2[C:41]([CH2:42][O:43][CH:44]3[CH2:49][CH2:48][CH2:47][CH2:46][O:45]3)=[CH:40][N:39]=[N:38]2)[CH:32]=1)([CH3:4])([CH3:2])[CH3:3]. (3) The product is: [Br:33][C:16]1[CH:17]=[C:18]2[C:23](=[CH:24][C:15]=1[O:14][CH:11]1[CH2:12][CH2:13][N:8]([C:6]([O:5][C:1]([CH3:4])([CH3:3])[CH3:2])=[O:7])[CH2:9][CH2:10]1)[N:22]=[C:21]([NH:25][C:26]1[CH:31]=[CH:30][CH:29]=[C:28]([C:10]3[CH:9]=[N:8][CH:13]=[CH:12][CH:11]=3)[CH:27]=1)[N:20]=[CH:19]2. Given the reactants [C:1]([O:5][C:6]([N:8]1[CH2:13][CH2:12][CH:11]([O:14][C:15]2[CH:24]=[C:23]3[C:18]([CH:19]=[N:20][C:21]([NH:25][C:26]4[CH:31]=[CH:30][CH:29]=[C:28](I)[CH:27]=4)=[N:22]3)=[CH:17][C:16]=2[Br:33])[CH2:10][CH2:9]1)=[O:7])([CH3:4])([CH3:3])[CH3:2].C(=O)([O-])[O-].[Na+].[Na+], predict the reaction product. (4) The product is: [C:44]1([CH2:43][O:42][CH2:41][CH2:40][C:37]2[O:36][C:35]([CH2:34][CH2:33][C:4]#[N:6])=[CH:39][CH:38]=2)[CH:49]=[CH:48][CH:47]=[CH:46][CH:45]=1. Given the reactants CCO[C:4](/[N:6]=N/C(OCC)=O)=O.C1C=CC(P(C2C=CC=CC=2)C2C=CC=CC=2)=CC=1.O[CH2:33][CH2:34][C:35]1[O:36][C:37]([CH2:40][CH2:41][O:42][CH2:43][C:44]2[CH:49]=[CH:48][CH:47]=[CH:46][CH:45]=2)=[CH:38][CH:39]=1.CC(C)(O)C#N, predict the reaction product. (5) The product is: [CH3:34][O:35][C:36]1[CH:41]=[CH:40][C:39]([C:7]2[CH:8]=[CH:9][C:10]([C:13]3[N:18]=[CH:17][N:16]=[C:15]([NH:19][C@H:20]([C:28]([O:30][CH3:31])=[O:29])[CH2:21][C:22]4[CH:27]=[CH:26][CH:25]=[CH:24][CH:23]=4)[CH:14]=3)=[CH:11][CH:12]=2)=[CH:38][CH:37]=1. Given the reactants FC(F)(F)S(O[C:7]1[CH:12]=[CH:11][C:10]([C:13]2[N:18]=[CH:17][N:16]=[C:15]([NH:19][C@H:20]([C:28]([O:30][CH3:31])=[O:29])[CH2:21][C:22]3[CH:27]=[CH:26][CH:25]=[CH:24][CH:23]=3)[CH:14]=2)=[CH:9][CH:8]=1)(=O)=O.[CH3:34][O:35][C:36]1[CH:41]=[CH:40][C:39](B(O)O)=[CH:38][CH:37]=1.C(=O)([O-])[O-].[K+].[K+], predict the reaction product.